This data is from Forward reaction prediction with 1.9M reactions from USPTO patents (1976-2016). The task is: Predict the product of the given reaction. Given the reactants FC1C2C3N=CC([C:32]4[N:36]([CH3:37])[N:35]=[N:34][C:33]=4[CH3:38])=CC=3N([C@@H](C3CCOCC3)C3C=CC=CC=3)C=2C(S(C)(=O)=O)=CC=1.Br[C:40]1[CH:52]=[N:51][C:50]2[C:49]3[C:48]([O:53][CH3:54])=[CH:47][CH:46]=[C:45]([S:55]([CH3:58])(=[O:57])=[O:56])[C:44]=3[N:43]([C@H:59]([C:66]3[CH:71]=[CH:70][CH:69]=[CH:68][C:67]=3[F:72])[CH:60]3[CH2:65][CH2:64][O:63][CH2:62][CH2:61]3)[C:42]=2[CH:41]=1, predict the reaction product. The product is: [F:72][C:67]1[CH:68]=[CH:69][CH:70]=[CH:71][C:66]=1[C@H:59]([CH:60]1[CH2:65][CH2:64][O:63][CH2:62][CH2:61]1)[N:43]1[C:44]2[C:45]([S:55]([CH3:58])(=[O:57])=[O:56])=[CH:46][CH:47]=[C:48]([O:53][CH3:54])[C:49]=2[C:50]2[N:51]=[CH:52][C:40]([C:32]3[N:36]([CH3:37])[N:35]=[N:34][C:33]=3[CH3:38])=[CH:41][C:42]1=2.